Task: Binary Classification. Given a drug SMILES string, predict its activity (active/inactive) in a high-throughput screening assay against a specified biological target.. Dataset: M1 muscarinic receptor agonist screen with 61,833 compounds (1) The drug is O=C(NCc1ccccc1)Cn1nc(nn1)c1c(n2nnnc2)cc(cc1)C. The result is 0 (inactive). (2) The molecule is O1CCN(CC1)Cc1ccc(cc1)C(=O)NCc1occc1. The result is 0 (inactive).